Dataset: Reaction yield outcomes from USPTO patents with 853,638 reactions. Task: Predict the reaction yield, written as a fraction of the theoretical maximum amount of product (1.0 means a 100% yield; for example, 0.34 means a 34% yield). (1) The reactants are [CH:1]1([C:7]2[O:11][CH:10]=[N:9][C:8]=2[C:12]([O:14]C)=[O:13])[CH2:6][CH2:5][CH2:4][CH2:3][CH2:2]1.[OH-].[Na+].Cl. The catalyst is CO. The product is [CH:1]1([C:7]2[O:11][CH:10]=[N:9][C:8]=2[C:12]([OH:14])=[O:13])[CH2:2][CH2:3][CH2:4][CH2:5][CH2:6]1. The yield is 0.890. (2) The reactants are [F:1][C:2]([F:28])([F:27])[C:3]1[CH:8]=[CH:7][C:6]([N:9]2[CH2:14][CH2:13][N:12]([S:15]([C:18]3[CH:19]=[C:20]4[C:24](=[CH:25][CH:26]=3)[NH:23][CH2:22][CH2:21]4)(=[O:17])=[O:16])[CH2:11][CH2:10]2)=[CH:5][CH:4]=1.C(C1C(=O)C(Cl)=C(Cl)C(=O)C=1C#N)#N. The catalyst is ClCCl. The product is [F:27][C:2]([F:1])([F:28])[C:3]1[CH:8]=[CH:7][C:6]([N:9]2[CH2:10][CH2:11][N:12]([S:15]([C:18]3[CH:19]=[C:20]4[C:24](=[CH:25][CH:26]=3)[NH:23][CH:22]=[CH:21]4)(=[O:17])=[O:16])[CH2:13][CH2:14]2)=[CH:5][CH:4]=1. The yield is 0.700. (3) The product is [Br:1][C:2]1[C:3]([CH:8]([OH:11])[CH2:9][CH3:10])=[N:4][CH:5]=[N:6][CH:7]=1. The reactants are [Br:1][C:2]1[CH:3]=[N:4][CH:5]=[N:6][CH:7]=1.[CH:8](=[O:11])[CH2:9][CH3:10].C([N-]C(C)C)(C)C.[Li+]. The catalyst is C(OCC)C. The yield is 0.130. (4) The reactants are Br[C:2]1[N:7]=[C:6]([C:8]([O:10][CH3:11])=[O:9])[CH:5]=[CH:4][C:3]=1[F:12].[F:13][C:14]1[CH:15]=[C:16]([C:30]2[C:31]([CH3:36])=[N:32][O:33][C:34]=2[CH3:35])[CH:17]=[C:18]([F:29])[C:19]=1B1OC(C)(C)C(C)(C)O1. No catalyst specified. The product is [CH3:36][C:31]1[C:30]([C:16]2[CH:15]=[C:14]([F:13])[C:19]([C:2]3[N:7]=[C:6]([C:8]([O:10][CH3:11])=[O:9])[CH:5]=[CH:4][C:3]=3[F:12])=[C:18]([F:29])[CH:17]=2)=[C:34]([CH3:35])[O:33][N:32]=1. The yield is 0.890. (5) The reactants are [NH2:1][C:2]1[S:3][CH:4]=[C:5]([CH2:7][C:8]([NH:10][C:11]2[CH:37]=[CH:36][C:14]([CH2:15][C@H:16]3[CH2:20][CH2:19][C@H:18]([C@H:21]([OH:28])[C:22]4[CH:27]=[CH:26][CH:25]=[CH:24][CH:23]=4)[N:17]3C(OC(C)(C)C)=O)=[CH:13][C:12]=2[Br:38])=[O:9])[N:6]=1.C(O)(C(F)(F)F)=O.C1(C)C=CC=CC=1. The catalyst is C(Cl)Cl.C(#N)C.O.CO. The product is [NH2:1][C:2]1[S:3][CH:4]=[C:5]([CH2:7][C:8]([NH:10][C:11]2[CH:37]=[CH:36][C:14]([CH2:15][C@H:16]3[CH2:20][CH2:19][C@H:18]([C@H:21]([OH:28])[C:22]4[CH:23]=[CH:24][CH:25]=[CH:26][CH:27]=4)[NH:17]3)=[CH:13][C:12]=2[Br:38])=[O:9])[N:6]=1. The yield is 0.900. (6) The product is [F:22][C:23]1[CH:28]=[CH:27][CH:26]=[C:25]([F:29])[C:24]=1[NH:30][C:31]1[N:16]([CH:17]2[CH2:21][CH2:20][CH2:19][CH2:18]2)[C:3]2[C:2]([N:1]=1)=[CH:7][N:6]=[C:5]([NH:8][C@H:9]1[CH2:10][CH2:11][C@H:12]([OH:15])[CH2:13][CH2:14]1)[N:4]=2. The catalyst is CN(C=O)C. The yield is 0.460. The reactants are [NH2:1][C:2]1[C:3]([NH:16][CH:17]2[CH2:21][CH2:20][CH2:19][CH2:18]2)=[N:4][C:5]([NH:8][C@H:9]2[CH2:14][CH2:13][C@H:12]([OH:15])[CH2:11][CH2:10]2)=[N:6][CH:7]=1.[F:22][C:23]1[CH:28]=[CH:27][CH:26]=[C:25]([F:29])[C:24]=1[N:30]=[C:31]=S.C(O)C.CC(N=C=NC(C)C)C. (7) The reactants are [CH2:1]([O:3][C:4]1[CH:14]=[CH:13][CH:12]=[CH:11][C:5]=1[C:6]([O:8]CC)=[O:7])[CH3:2].CC(C)([O-])C.[K+].CCCCCC.C(OCC)(=O)C.Cl. The catalyst is CS(C)=O. The product is [CH2:1]([O:3][C:4]1[CH:14]=[CH:13][CH:12]=[CH:11][C:5]=1[C:6]([OH:8])=[O:7])[CH3:2]. The yield is 0.800. (8) The reactants are [CH3:1][O:2][C:3]1[CH:4]=[C:5]([C:9]2[C:10]([N:18]3[CH2:23][CH2:22][N:21](C(OC(C)(C)C)=O)[CH2:20][CH2:19]3)=[C:11]3[CH:17]=[CH:16][NH:15][C:12]3=[N:13][CH:14]=2)[CH:6]=[CH:7][CH:8]=1.C(O)(C(F)(F)F)=O.C1(N)C(F)=C(F)C(F)=C(N)C=1F.Cl.Cl. The catalyst is C(Cl)Cl. The product is [CH3:1][O:2][C:3]1[CH:4]=[C:5]([C:9]2[C:10]([N:18]3[CH2:23][CH2:22][NH:21][CH2:20][CH2:19]3)=[C:11]3[CH:17]=[CH:16][NH:15][C:12]3=[N:13][CH:14]=2)[CH:6]=[CH:7][CH:8]=1. The yield is 0.990.